Predict the reaction yield, written as a fraction of the theoretical maximum amount of product (1.0 means a 100% yield; for example, 0.34 means a 34% yield). From a dataset of Reaction yield outcomes from USPTO patents with 853,638 reactions. (1) The reactants are [C:1]([C:3]1[C:4]([C:20]([F:23])([F:22])[F:21])=[C:5]2[C:9](=[CH:10][CH:11]=1)[N:8]([CH2:12][C:13](=[NH:16])[NH:14][OH:15])[C:7]([CH2:17][CH2:18][CH3:19])=[CH:6]2)#[N:2].[F:24][C:25]([F:36])([F:35])[C:26]1[CH:27]=[C:28]([CH:32]=[CH:33][CH:34]=1)[C:29](Cl)=O.C(N(CC)C(C)C)(C)C. The catalyst is C(#N)C. The product is [CH2:17]([C:7]1[N:8]([CH2:12][C:13]2[N:16]=[C:29]([C:28]3[CH:32]=[CH:33][CH:34]=[C:26]([C:25]([F:24])([F:35])[F:36])[CH:27]=3)[O:15][N:14]=2)[C:9]2[C:5]([CH:6]=1)=[C:4]([C:20]([F:22])([F:23])[F:21])[C:3]([C:1]#[N:2])=[CH:11][CH:10]=2)[CH2:18][CH3:19]. The yield is 0.410. (2) The reactants are [F:1][C:2]([F:13])([F:12])[C:3]1[CH:4]=[C:5]([CH:9]=[CH:10][CH:11]=1)[C:6]([NH2:8])=[O:7].[Cl:14][CH2:15][C:16](=O)[CH2:17]Cl. The product is [Cl:14][CH2:15][C:16]1[N:8]=[C:6]([C:5]2[CH:9]=[CH:10][CH:11]=[C:3]([C:2]([F:12])([F:13])[F:1])[CH:4]=2)[O:7][CH:17]=1. The yield is 0.670. No catalyst specified. (3) The reactants are [F:1][C:2]([F:32])([F:31])[C:3]1[N:8]2[N:9]=[CH:10][C:11]([C:12]#[C:13][C:14]3[CH:15]=[CH:16][C:17]([NH2:20])=[N:18][CH:19]=3)=[C:7]2[N:6]=[C:5]([C:21]2[CH:26]=[CH:25][C:24]([C:27]([F:30])([F:29])[F:28])=[CH:23][CH:22]=2)[CH:4]=1.[CH3:33][S:34](O[S:34]([CH3:33])(=[O:36])=[O:35])(=[O:36])=[O:35].C(N(CC)CC)C.C([O-])(O)=O.[Na+]. The catalyst is C1COCC1. The product is [CH3:33][S:34]([N:20]([C:17]1[CH:16]=[CH:15][C:14]([C:13]#[C:12][C:11]2[CH:10]=[N:9][N:8]3[C:3]([C:2]([F:1])([F:31])[F:32])=[CH:4][C:5]([C:21]4[CH:26]=[CH:25][C:24]([C:27]([F:28])([F:29])[F:30])=[CH:23][CH:22]=4)=[N:6][C:7]=23)=[CH:19][N:18]=1)[S:34]([CH3:33])(=[O:36])=[O:35])(=[O:36])=[O:35]. The yield is 0.480. (4) The reactants are [Cl:1][C:2]1[C:3]([C:27]([F:30])([F:29])[F:28])=[N:4][N:5]([CH2:8][CH:9]([CH:11]2[CH2:16][CH2:15][N:14]([C:17]3[CH:22]=[C:21]([O:23][CH3:24])[C:20]([Cl:25])=[CH:19][C:18]=3[Cl:26])[CH2:13][CH2:12]2)[NH2:10])[C:6]=1[CH3:7].C(N(CC)CC)C.[CH3:38][S:39](Cl)(=[O:41])=[O:40]. The catalyst is C(Cl)Cl. The product is [Cl:1][C:2]1[C:3]([C:27]([F:30])([F:29])[F:28])=[N:4][N:5]([CH2:8][CH:9]([NH:10][S:39]([CH3:38])(=[O:41])=[O:40])[CH:11]2[CH2:16][CH2:15][N:14]([C:17]3[CH:22]=[C:21]([O:23][CH3:24])[C:20]([Cl:25])=[CH:19][C:18]=3[Cl:26])[CH2:13][CH2:12]2)[C:6]=1[CH3:7]. The yield is 0.820.